This data is from Catalyst prediction with 721,799 reactions and 888 catalyst types from USPTO. The task is: Predict which catalyst facilitates the given reaction. Reactant: [F:1][C:2]1[N:7]=[C:6]([C:8]2[C:9]([O:16]C)=[N:10][C:11]([O:14]C)=[N:12][CH:13]=2)[CH:5]=[CH:4][CH:3]=1.[ClH:18]. Product: [ClH:18].[F:1][C:2]1[N:7]=[C:6]([C:8]2[C:9](=[O:16])[NH:10][C:11](=[O:14])[NH:12][CH:13]=2)[CH:5]=[CH:4][CH:3]=1. The catalyst class is: 12.